From a dataset of Full USPTO retrosynthesis dataset with 1.9M reactions from patents (1976-2016). Predict the reactants needed to synthesize the given product. Given the product [F:34][C:33]([F:36])([F:35])[C:31]([OH:37])=[O:32].[F:1][C:2]1[CH:7]=[CH:6][C:5]([F:8])=[CH:4][C:3]=1[CH:9]1[C@@H:14]([NH2:15])[CH2:13][C@@H:12]([N:23]2[CH2:30][C:29]3[C:25](=[N:26][NH:27][CH:28]=3)[CH2:24]2)[CH2:11][S:10]1, predict the reactants needed to synthesize it. The reactants are: [F:1][C:2]1[CH:7]=[CH:6][C:5]([F:8])=[CH:4][C:3]=1[CH:9]1[C@@H:14]([NH:15]C(=O)OC(C)(C)C)[CH2:13][C@@H:12]([N:23]2[CH2:30][C:29]3[C:25](=[N:26][NH:27][CH:28]=3)[CH2:24]2)[CH2:11][S:10]1.[C:31]([OH:37])([C:33]([F:36])([F:35])[F:34])=[O:32].